Dataset: Reaction yield outcomes from USPTO patents with 853,638 reactions. Task: Predict the reaction yield, written as a fraction of the theoretical maximum amount of product (1.0 means a 100% yield; for example, 0.34 means a 34% yield). (1) The reactants are [Cl:1][C:2]1[CH:20]=[CH:19][C:5]2[N:6](C(C3C=CC=CC=3)=O)[CH2:7][CH2:8][CH2:9][O:10][C:4]=2[CH:3]=1.Cl. The catalyst is O1CCOCC1. The product is [Cl:1][C:2]1[CH:20]=[CH:19][C:5]2[NH:6][CH2:7][CH2:8][CH2:9][O:10][C:4]=2[CH:3]=1. The yield is 0.470. (2) The reactants are [Cl:1][C:2]1[C:3]([C:29]([NH:31][CH:32]2[CH2:34][CH2:33]2)=[O:30])=[CH:4][C:5]2[N:9]=[C:8]([C:10]([NH:12][CH:13]([C:18]3[CH:23]=[CH:22][CH:21]=[C:20]([C:24]([F:27])([F:26])[F:25])[CH:19]=3)[C:14]([F:17])([F:16])[F:15])=[O:11])[NH:7][C:6]=2[CH:28]=1.[H-].[Na+].I[CH2:38][CH3:39].O. The catalyst is CN(C)C=O.C(OCC)(=O)C. The product is [Cl:1][C:2]1[C:3]([C:29]([NH:31][CH:32]2[CH2:34][CH2:33]2)=[O:30])=[CH:4][C:5]2[N:9]([CH2:38][CH3:39])[C:8]([C:10]([NH:12][CH:13]([C:18]3[CH:23]=[CH:22][CH:21]=[C:20]([C:24]([F:25])([F:27])[F:26])[CH:19]=3)[C:14]([F:15])([F:16])[F:17])=[O:11])=[N:7][C:6]=2[CH:28]=1.[Cl:1][C:2]1[C:3]([C:29]([NH:31][CH:32]2[CH2:34][CH2:33]2)=[O:30])=[CH:4][C:5]2[N:9]=[C:8]([C:10]([NH:12][CH:13]([C:18]3[CH:23]=[CH:22][CH:21]=[C:20]([C:24]([F:25])([F:27])[F:26])[CH:19]=3)[C:14]([F:15])([F:16])[F:17])=[O:11])[N:7]([CH2:38][CH3:39])[C:6]=2[CH:28]=1. The yield is 0.120.